Dataset: Full USPTO retrosynthesis dataset with 1.9M reactions from patents (1976-2016). Task: Predict the reactants needed to synthesize the given product. (1) Given the product [CH:10]([N:8]1[C:7](=[O:13])[CH:6]=[CH:5][C:4]([C:1](=[O:3])/[CH:2]=[N:15]/[OH:16])=[CH:9]1)([CH3:11])[CH3:12], predict the reactants needed to synthesize it. The reactants are: [C:1]([C:4]1[CH:5]=[CH:6][C:7](=[O:13])[N:8]([CH:10]([CH3:12])[CH3:11])[CH:9]=1)(=[O:3])[CH3:2].Cl.[N:15](OC(C)(C)C)=[O:16]. (2) Given the product [CH3:1][NH:2][C:3]([N:25]1[CH2:26][CH2:27][O:28][CH2:29][CH:24]1[C:22]1[O:21][N:20]=[C:19]([C:15]2[CH:16]=[CH:17][CH:18]=[C:13]([Cl:12])[CH:14]=2)[N:23]=1)=[S:4], predict the reactants needed to synthesize it. The reactants are: [CH3:1][N:2]=[C:3]=[S:4].CCN(CC)CC.[Cl:12][C:13]1[CH:14]=[C:15]([C:19]2[N:23]=[C:22]([CH:24]3[CH2:29][O:28][CH2:27][CH2:26][NH:25]3)[O:21][N:20]=2)[CH:16]=[CH:17][CH:18]=1. (3) Given the product [N:11]1([C:17]([O:19][C:20]([CH3:23])([CH3:22])[CH3:21])=[O:18])[CH2:12][CH2:13][CH2:14][CH:15]2[CH2:16][NH:8][CH2:9][CH:10]12, predict the reactants needed to synthesize it. The reactants are: C([N:8]1[CH2:16][CH:15]2[CH:10]([N:11]([C:17]([O:19][C:20]([CH3:23])([CH3:22])[CH3:21])=[O:18])[CH2:12][CH2:13][CH2:14]2)[CH2:9]1)C1C=CC=CC=1. (4) Given the product [N:20]1([CH2:19][CH2:18][CH2:17][NH:16][S:12]([C:3]2[C:4]([Cl:11])=[CH:5][CH:6]=[C:7]([N+:8]([O-:10])=[O:9])[C:2]=2[Cl:1])(=[O:14])=[O:13])[CH2:25][CH2:24][O:23][CH2:22][CH2:21]1, predict the reactants needed to synthesize it. The reactants are: [Cl:1][C:2]1[C:7]([N+:8]([O-:10])=[O:9])=[CH:6][CH:5]=[C:4]([Cl:11])[C:3]=1[S:12](Cl)(=[O:14])=[O:13].[NH2:16][CH2:17][CH2:18][CH2:19][N:20]1[CH2:25][CH2:24][O:23][CH2:22][CH2:21]1.C(N(CC)CC)C. (5) Given the product [Cl:1][C:2]1[CH:3]=[C:19]([C:7]2[CH:6]=[CH:11][N:14]=[C:12]([N:8]3[CH2:7][CH:6]4[CH2:11][CH:9]3[CH2:10][N:5]4[CH:2]([CH3:4])[CH3:3])[N:13]=2)[CH:17]=[CH:18][N:5]=1, predict the reactants needed to synthesize it. The reactants are: [ClH:1].[CH:2]([N:5]1[CH2:10][CH:9]2[CH2:11][CH:6]1[CH2:7][N:8]2[C:12]([NH2:14])=[NH:13])([CH3:4])[CH3:3].[OH-].[K+].[CH:17](O)([CH3:19])[CH3:18].